This data is from Full USPTO retrosynthesis dataset with 1.9M reactions from patents (1976-2016). The task is: Predict the reactants needed to synthesize the given product. (1) Given the product [CH:39]1([CH2:42][O:43][C:44]2[CH:52]=[CH:51][C:47]3[O:48][CH2:49][O:50][C:46]=3[C:45]=2[C:53]2[C:54]3[NH:61][CH:60]=[C:59]([C:62]([NH:1][C@H:2]([CH2:32][C:33]4[CH:34]=[CH:35][CH:36]=[CH:37][CH:38]=4)[C:3]([N:5]4[CH2:6][CH2:7][CH:8]([N:11]5[N:20]=[C:19]([C:21]6[CH:26]=[CH:25][C:24]([O:27][CH3:28])=[C:23]([O:29][CH3:30])[CH:22]=6)[C@@H:18]6[C@@H:13]([CH2:14][CH2:15][CH2:16][CH2:17]6)[C:12]5=[O:31])[CH2:9][CH2:10]4)=[O:4])=[O:63])[C:55]=3[N:56]=[CH:57][N:58]=2)[CH2:40][CH2:41]1, predict the reactants needed to synthesize it. The reactants are: [NH2:1][C@H:2]([CH2:32][C:33]1[CH:38]=[CH:37][CH:36]=[CH:35][CH:34]=1)[C:3]([N:5]1[CH2:10][CH2:9][CH:8]([N:11]2[N:20]=[C:19]([C:21]3[CH:26]=[CH:25][C:24]([O:27][CH3:28])=[C:23]([O:29][CH3:30])[CH:22]=3)[C@@H:18]3[C@@H:13]([CH2:14][CH2:15][CH2:16][CH2:17]3)[C:12]2=[O:31])[CH2:7][CH2:6]1)=[O:4].[CH:39]1([CH2:42][O:43][C:44]2[CH:52]=[CH:51][C:47]3[O:48][CH2:49][O:50][C:46]=3[C:45]=2[C:53]2[C:54]3[NH:61][CH:60]=[C:59]([C:62](O)=[O:63])[C:55]=3[N:56]=[CH:57][N:58]=2)[CH2:41][CH2:40]1.CCOC(C(C#N)=NOC(N1CCOCC1)=[N+](C)C)=O.F[P-](F)(F)(F)(F)F.CCN(C(C)C)C(C)C. (2) Given the product [C:1]([O:5][C:6]([N:8]1[CH2:12][CH2:11][CH2:10][CH:9]1[C:13](=[O:15])[NH:16][C:43]1[C:44]([F:49])=[CH:45][CH:46]=[CH:47][C:42]=1[C:37]1[CH:38]=[CH:39][CH:40]=[CH:41][C:36]=1[S:33](=[O:35])(=[O:34])[NH:32][C:28]([CH3:31])([CH3:30])[CH3:29])=[O:7])([CH3:4])([CH3:3])[CH3:2], predict the reactants needed to synthesize it. The reactants are: [C:1]([O:5][C:6]([N:8]1[CH2:12][CH2:11][CH2:10][CH:9]1[C:13]([OH:15])=O)=[O:7])([CH3:4])([CH3:3])[CH3:2].[N:16]1C=CC=CC=1.C(Cl)(=O)C(Cl)=O.[C:28]([NH:32][S:33]([C:36]1[C:37]([C:42]2[CH:47]=[CH:46][C:45](N)=[C:44]([F:49])[CH:43]=2)=[CH:38][CH:39]=[CH:40][CH:41]=1)(=[O:35])=[O:34])([CH3:31])([CH3:30])[CH3:29]. (3) Given the product [CH3:1][N:2]1[CH2:3][CH2:4][N:5]([C:8]2[CH:13]=[CH:12][C:11]([NH2:14])=[C:10]([CH2:17][S:18]([C:21]3[C:30]4[C:25](=[CH:26][CH:27]=[CH:28][CH:29]=4)[CH:24]=[CH:23][CH:22]=3)(=[O:20])=[O:19])[CH:9]=2)[CH2:6][CH2:7]1, predict the reactants needed to synthesize it. The reactants are: [CH3:1][N:2]1[CH2:7][CH2:6][N:5]([C:8]2[CH:13]=[CH:12][C:11]([N+:14]([O-])=O)=[C:10]([CH2:17][S:18]([C:21]3[C:30]4[C:25](=[CH:26][CH:27]=[CH:28][CH:29]=4)[CH:24]=[CH:23][CH:22]=3)(=[O:20])=[O:19])[CH:9]=2)[CH2:4][CH2:3]1.[Sn].CO.[OH-].[Na+]. (4) Given the product [ClH:1].[F:7][C:8]1[CH:9]=[C:10]2[C:15](=[CH:16][CH:17]=1)[C:14]([CH2:18][N:19]1[C:25](=[O:26])[C@@H:24]([NH:27][C:28](=[O:40])[C@@H:29]([NH:31][CH3:32])[CH3:30])[CH2:23][CH2:22][C:21]3[CH:41]=[CH:42][CH:43]=[CH:44][C:20]1=3)=[C:13]([O:45][CH3:46])[CH:12]=[CH:11]2, predict the reactants needed to synthesize it. The reactants are: [ClH:1].CCOCC.[F:7][C:8]1[CH:9]=[C:10]2[C:15](=[CH:16][CH:17]=1)[C:14]([CH2:18][N:19]1[C:25](=[O:26])[C@@H:24]([NH:27][C:28](=[O:40])[C@@H:29]([N:31](C)[C:32](=O)OC(C)(C)C)[CH3:30])[CH2:23][CH2:22][C:21]3[CH:41]=[CH:42][CH:43]=[CH:44][C:20]1=3)=[C:13]([O:45][CH3:46])[CH:12]=[CH:11]2. (5) The reactants are: [Cl:1][C:2]1[C:3]([CH:9]([OH:11])[CH3:10])=[N:4][CH:5]=[C:6]([Cl:8])[N:7]=1.CC(OI1(OC(C)=O)(OC(C)=O)OC(=O)C2C=CC=CC1=2)=O. Given the product [Cl:1][C:2]1[C:3]([C:9](=[O:11])[CH3:10])=[N:4][CH:5]=[C:6]([Cl:8])[N:7]=1, predict the reactants needed to synthesize it. (6) Given the product [F:15][C:12]1[CH:13]=[C:14]2[C:9](=[CH:10][CH:11]=1)[NH:8][C:7]([CH3:16])=[C:6]2[CH2:5][C:4]([OH:17])=[O:3], predict the reactants needed to synthesize it. The reactants are: C([O:3][C:4](=[O:17])[CH2:5][C:6]1[C:14]2[C:9](=[CH:10][CH:11]=[C:12]([F:15])[CH:13]=2)[NH:8][C:7]=1[CH3:16])C.[OH-].[K+]. (7) Given the product [CH2:15]([O:14][C:12](=[O:13])[NH:11][CH:8]1[CH2:7][C:6](=[O:5])[O:18][CH:9]1[O:10][CH2:19][CH:20]([CH3:22])[CH3:21])[CH:16]=[CH2:17], predict the reactants needed to synthesize it. The reactants are: C([O:5][C:6](=[O:18])[CH2:7][CH:8]([NH:11][C:12]([O:14][CH2:15][CH:16]=[CH2:17])=[O:13])[CH2:9][OH:10])(C)(C)C.[CH2:19](O)[CH:20]([CH3:22])[CH3:21].